Dataset: Full USPTO retrosynthesis dataset with 1.9M reactions from patents (1976-2016). Task: Predict the reactants needed to synthesize the given product. (1) Given the product [CH2:1]([N:3]1[C:7]2=[N:8][CH:9]=[C:10]([C:19]([NH:41][C@@H:40]([CH2:42][OH:43])[C:39]([O:38][CH3:37])=[O:44])=[O:21])[C:11]([NH:12][CH:13]3[CH2:18][CH2:17][CH2:23][CH2:22][O:35]3)=[C:6]2[CH:5]=[N:4]1)[CH3:2], predict the reactants needed to synthesize it. The reactants are: [CH2:1]([N:3]1[C:7]2=[N:8][CH:9]=[C:10]([C:19]([OH:21])=O)[C:11]([NH:12][CH:13]3[CH2:18][CH2:17]OCC3)=[C:6]2[CH:5]=[N:4]1)[CH3:2].[CH2:22](Cl)[CH2:23]Cl.C1C=CC2N([OH:35])N=NC=2C=1.Cl.[CH3:37][O:38][C:39](=[O:44])[C@H:40]([CH2:42][OH:43])[NH2:41].C(N(CC)CC)C. (2) Given the product [Br:1][C:2]1[CH:3]=[C:4]2[C:9](=[CH:10][CH:11]=1)[CH:8]=[N:7][C:6]([NH:12][C:28](=[O:29])[O:27][C:24]([CH3:26])([CH3:25])[CH3:23])=[CH:5]2, predict the reactants needed to synthesize it. The reactants are: [Br:1][C:2]1[CH:3]=[C:4]2[C:9](=[CH:10][CH:11]=1)[CH:8]=[N:7][C:6]([NH2:12])=[CH:5]2.C[Si]([N-][Si](C)(C)C)(C)C.[Na+].[CH3:23][C:24]([O:27][C:28](O[C:28]([O:27][C:24]([CH3:26])([CH3:25])[CH3:23])=[O:29])=[O:29])([CH3:26])[CH3:25]. (3) Given the product [CH:6]([C:5]1[CH:8]=[CH:9][C:2]([NH:22][CH:23]2[CH2:28][CH2:27][CH2:26][N:25]([C:29]([O:31][C:32]([CH3:35])([CH3:34])[CH3:33])=[O:30])[CH2:24]2)=[C:3]([N+:10]([O-:12])=[O:11])[CH:4]=1)=[O:7], predict the reactants needed to synthesize it. The reactants are: F[C:2]1[CH:9]=[CH:8][C:5]([CH:6]=[O:7])=[CH:4][C:3]=1[N+:10]([O-:12])=[O:11].CCN(C(C)C)C(C)C.[NH2:22][CH:23]1[CH2:28][CH2:27][CH2:26][N:25]([C:29]([O:31][C:32]([CH3:35])([CH3:34])[CH3:33])=[O:30])[CH2:24]1. (4) Given the product [NH2:18][C:17]1[C:12]([O:11][CH2:10][C@@H:9]([C:27]([OH:29])=[O:28])[NH:8][C:6]([O:5][C:1]([CH3:2])([CH3:3])[CH3:4])=[O:7])=[C:13]([C:21]2[CH:22]=[CH:23][CH:24]=[CH:25][CH:26]=2)[CH:14]=[CH:15][CH:16]=1, predict the reactants needed to synthesize it. The reactants are: [C:1]([O:5][C:6]([NH:8][C@H:9]([C:27]([OH:29])=[O:28])[CH2:10][O:11][C:12]1[C:17]([N+:18]([O-])=O)=[CH:16][CH:15]=[CH:14][C:13]=1[C:21]1[CH:26]=[CH:25][CH:24]=[CH:23][CH:22]=1)=[O:7])([CH3:4])([CH3:3])[CH3:2].